From a dataset of Full USPTO retrosynthesis dataset with 1.9M reactions from patents (1976-2016). Predict the reactants needed to synthesize the given product. (1) Given the product [CH2:30]([N:29]([CH2:22][C:23]1[CH:28]=[CH:27][CH:26]=[CH:25][CH:24]=1)[C:19]([C:16]1[NH:17][C:18]2[C:14]([CH:15]=1)=[CH:13][CH:12]=[CH:11][C:10]=2[NH:9][S:6]([C:2]1[S:1][CH:5]=[CH:4][CH:3]=1)(=[O:7])=[O:8])=[O:21])[C:31]1[CH:36]=[CH:35][CH:34]=[CH:33][CH:32]=1, predict the reactants needed to synthesize it. The reactants are: [S:1]1[CH:5]=[CH:4][CH:3]=[C:2]1[S:6]([NH:9][C:10]1[CH:11]=[CH:12][CH:13]=[C:14]2[C:18]=1[NH:17][C:16]([C:19]([OH:21])=O)=[CH:15]2)(=[O:8])=[O:7].[CH2:22]([NH:29][CH2:30][C:31]1[CH:36]=[CH:35][CH:34]=[CH:33][CH:32]=1)[C:23]1[CH:28]=[CH:27][CH:26]=[CH:25][CH:24]=1.N1(O)C2C=CC=CC=2N=N1.Cl.CN(C)CCCN=C=NCC. (2) Given the product [NH2:11][CH:12]([CH2:25][N:26]([CH2:27][CH2:28][NH2:29])[CH2:40][CH2:41][NH2:42])[CH2:13][CH2:14][CH2:15][CH2:16][NH:17][C:18](=[O:24])[O:19][C:20]([CH3:23])([CH3:22])[CH3:21], predict the reactants needed to synthesize it. The reactants are: C(OC([NH:11][CH:12]([CH2:25][N:26]([CH2:40][CH2:41][NH:42]C(OCC1C=CC=CC=1)=O)[CH2:27][CH2:28][NH:29]C(OCC1C=CC=CC=1)=O)[CH2:13][CH2:14][CH2:15][CH2:16][NH:17][C:18](=[O:24])[O:19][C:20]([CH3:23])([CH3:22])[CH3:21])=O)C1C=CC=CC=1.O. (3) Given the product [C:1]([C:5]1[N:6]=[C:7]([N:23]2[CH2:28][CH2:27][C@H:25]([OH:26])[CH2:24]2)[C:8]2[N:13]=[N:12][N:11]([CH2:14][C:15]3[CH:20]=[CH:19][C:18]([O:21][CH3:22])=[CH:17][CH:16]=3)[C:9]=2[N:10]=1)([CH3:2])([CH3:3])[CH3:4], predict the reactants needed to synthesize it. The reactants are: [C:1]([C:5]1[N:6]=[C:7]([N:23]2[CH2:28][CH2:27][O:26][CH2:25][CH2:24]2)[C:8]2[N:13]=[N:12][N:11]([CH2:14][C:15]3[CH:20]=[CH:19][C:18]([O:21][CH3:22])=[CH:17][CH:16]=3)[C:9]=2[N:10]=1)([CH3:4])([CH3:3])[CH3:2].C(C1N=C(Cl)C2N=NN(CC3C=CC(OC)=CC=3)C=2N=1)(C)(C)C.N1CC[C@H](O)C1. (4) Given the product [Br:1][C:2]1[N:11]=[C:10]2[C:5]([N:6]([CH3:19])[S:7](=[O:18])(=[O:17])[C:8]3[CH:13]=[N:14][NH:21][C:9]=32)=[CH:4][CH:3]=1, predict the reactants needed to synthesize it. The reactants are: [Br:1][C:2]1[CH:3]=[CH:4][C:5]2[N:6]([CH3:19])[S:7](=[O:18])(=[O:17])/[C:8](=[CH:13]\[N:14](C)C)/[C:9](=O)[C:10]=2[N:11]=1.O.[NH2:21]N. (5) Given the product [CH3:17][C:16]([CH3:19])([CH3:18])[C@H:15]([NH:14][C:12](=[O:13])[C@H:11]([N:24]1[CH:28]=[CH:27][C:26]([C:29]2[CH:34]=[CH:33][CH:32]=[CH:31][CH:30]=2)=[CH:25]1)[CH2:10][C:9]([OH:35])=[O:8])[C:20](=[O:23])[NH:21][CH3:22], predict the reactants needed to synthesize it. The reactants are: C([O:8][C:9](=[O:35])[CH2:10][C@@H:11]([N:24]1[CH:28]=[CH:27][C:26]([C:29]2[CH:34]=[CH:33][CH:32]=[CH:31][CH:30]=2)=[CH:25]1)[C:12]([NH:14][C@H:15]([C:20](=[O:23])[NH:21][CH3:22])[C:16]([CH3:19])([CH3:18])[CH3:17])=[O:13])C1C=CC=CC=1. (6) Given the product [NH2:13][C:10]1[CH:11]=[CH:12][C:7]([NH:6][C:4](=[O:5])[C:3]2[CH:17]=[CH:18][CH:19]=[CH:20][C:2]=2[F:1])=[C:8]([CH3:16])[CH:9]=1, predict the reactants needed to synthesize it. The reactants are: [F:1][C:2]1[CH:20]=[CH:19][CH:18]=[CH:17][C:3]=1[C:4]([NH:6][C:7]1[CH:12]=[CH:11][C:10]([N+:13]([O-])=O)=[CH:9][C:8]=1[CH3:16])=[O:5].C1CCCCC=1.C(O)C. (7) Given the product [N:11]1([CH2:10][CH2:9][NH:8][C:5]2[N:4]=[C:3]([C:16]3[S:20][C:19]4[C:21]([C:77]5[C:35]([F:34])=[CH:36][N:37]=[C:38]6[NH:39][CH:40]=[CH:79][C:78]=56)=[CH:22][CH:23]=[CH:24][C:18]=4[CH:17]=3)[C:2]([F:1])=[CH:7][N:6]=2)[CH:15]=[CH:14][N:13]=[N:12]1, predict the reactants needed to synthesize it. The reactants are: [F:1][C:2]1[C:3]([C:16]2[S:20][C:19]3[C:21](B4OC(C)(C)C(C)(C)O4)=[CH:22][CH:23]=[CH:24][C:18]=3[CH:17]=2)=[N:4][C:5]([NH:8][CH2:9][CH2:10][N:11]2[CH:15]=[CH:14][N:13]=[N:12]2)=[N:6][CH:7]=1.[F:34][C:35]1C2[C:38](=[N:39][CH:40]=CC=2Br)[NH:37][CH:36]=1.O.O.O.O.O.O.O.O.[OH-].[Ba+2].[OH-].C(=O)([O-])[O-].[Na+].[Na+].C(=O)([O-])[O-].[K+].[K+].C(=O)(O)[O-].[Na+].C(Cl)(Cl)Cl.[CH3:77][CH:78](O)[CH3:79]. (8) Given the product [N:34]1[S:35][N:36]=[C:37]2[C:42]([NH:43][C:16]([C@@H:9]3[CH2:10][C:11](=[N:13][O:14][CH3:15])[CH2:12][N:8]3[C:6]([C:31]3[CH:30]=[CH:29][C:28]([C:19]4[CH:20]=[CH:21][CH:22]=[CH:23][CH:24]=4)=[CH:33][CH:32]=3)=[O:7])=[O:18])=[CH:41][CH:40]=[CH:39][C:38]=12, predict the reactants needed to synthesize it. The reactants are: C(O[C:6]([N:8]1[CH2:12][C:11](=[N:13][O:14][CH3:15])[CH2:10][C@H:9]1[C:16]([OH:18])=O)=[O:7])(C)(C)C.[C:19]1([C:28]2[CH:33]=[CH:32][CH:31]=[CH:30][CH:29]=2)[CH:24]=[CH:23][C:22](C(Cl)=O)=[CH:21][CH:20]=1.[N:34]1[S:35][N:36]=[C:37]2[C:42]([NH2:43])=[CH:41][CH:40]=[CH:39][C:38]=12. (9) Given the product [CH3:32][O:31][C:29](=[O:30])[CH2:28][CH2:27][CH2:26][N:14]1[C:15]2[CH2:16][CH2:17][NH:8][CH2:9][CH2:10][C:11]=2[C:12]([C:18]2[CH:19]=[CH:20][C:21]([Cl:24])=[CH:22][CH:23]=2)=[N:13]1, predict the reactants needed to synthesize it. The reactants are: C(OC([N:8]1[CH2:17][CH2:16][C:15]2[NH:14][N:13]=[C:12]([C:18]3[CH:23]=[CH:22][C:21]([Cl:24])=[CH:20][CH:19]=3)[C:11]=2[CH2:10][CH2:9]1)=O)(C)(C)C.Cl[CH2:26][CH2:27][CH2:28][C:29]([O:31][CH3:32])=[O:30].C(OC(N1CCC2C(=C(C3C=CC(Cl)=CC=3)N(CCCC(OC)=O)N=2)CC1)=O)(C)(C)C.